Task: Predict the reactants needed to synthesize the given product.. Dataset: Full USPTO retrosynthesis dataset with 1.9M reactions from patents (1976-2016) Given the product [C:12](/[C:11](/[C:5]1[CH:6]=[CH:7][C:8]([O:9][CH3:10])=[C:3]([O:2][CH3:1])[CH:4]=1)=[CH:14]\[C:15]1[S:16][C:17]([N:20]2[CH2:21][CH2:22][CH:23]([O:26][C:29](=[O:30])[CH2:28][Br:27])[CH2:24][CH2:25]2)=[CH:18][CH:19]=1)#[N:13], predict the reactants needed to synthesize it. The reactants are: [CH3:1][O:2][C:3]1[CH:4]=[C:5](/[C:11](=[CH:14]/[C:15]2[S:16][C:17]([N:20]3[CH2:25][CH2:24][CH:23]([OH:26])[CH2:22][CH2:21]3)=[CH:18][CH:19]=2)/[C:12]#[N:13])[CH:6]=[CH:7][C:8]=1[O:9][CH3:10].[Br:27][CH2:28][C:29](Br)=[O:30].